From a dataset of Peptide-MHC class II binding affinity with 134,281 pairs from IEDB. Regression. Given a peptide amino acid sequence and an MHC pseudo amino acid sequence, predict their binding affinity value. This is MHC class II binding data. (1) The peptide sequence is CGLNSVDSLEHEMWR. The MHC is HLA-DQA10303-DQB10402 with pseudo-sequence HLA-DQA10303-DQB10402. The binding affinity (normalized) is 0. (2) The peptide sequence is PLHLRYYRITYGETG. The MHC is DRB1_1101 with pseudo-sequence DRB1_1101. The binding affinity (normalized) is 0.482. (3) The peptide sequence is EHRWREIYNMVKFRM. The MHC is HLA-DQA10104-DQB10503 with pseudo-sequence HLA-DQA10104-DQB10503. The binding affinity (normalized) is 0.228. (4) The peptide sequence is LYYLFNQHIKKELYH. The MHC is DRB1_0401 with pseudo-sequence DRB1_0401. The binding affinity (normalized) is 0.336. (5) The peptide sequence is WGAIWRIDTPDKLTG. The MHC is DRB1_0405 with pseudo-sequence DRB1_0405. The binding affinity (normalized) is 0.483. (6) The peptide sequence is EEFVVEFDLAGIK. The MHC is DRB1_0401 with pseudo-sequence DRB1_0401. The binding affinity (normalized) is 0.486. (7) The peptide sequence is PLALKEFKDFAAGRK. The MHC is DRB1_1501 with pseudo-sequence DRB1_1501. The binding affinity (normalized) is 0.692. (8) The peptide sequence is AAGYVSGVAALVRSR. The MHC is HLA-DPA10103-DPB10401 with pseudo-sequence HLA-DPA10103-DPB10401. The binding affinity (normalized) is 0.217.